From a dataset of Forward reaction prediction with 1.9M reactions from USPTO patents (1976-2016). Predict the product of the given reaction. (1) Given the reactants C(OC([N:8]1[CH2:13][CH2:12][C:11]([CH2:21][NH:22][C:23](=[O:33])[CH2:24][C:25]2[CH:30]=[C:29]([F:31])[CH:28]=[C:27]([F:32])[CH:26]=2)([C:14]2[CH:19]=[CH:18][C:17]([I:20])=[CH:16][CH:15]=2)[CH2:10][CH2:9]1)=O)(C)(C)C.C(O)(C(F)(F)F)=O, predict the reaction product. The product is: [F:31][C:29]1[CH:30]=[C:25]([CH2:24][C:23]([NH:22][CH2:21][C:11]2([C:14]3[CH:15]=[CH:16][C:17]([I:20])=[CH:18][CH:19]=3)[CH2:12][CH2:13][NH:8][CH2:9][CH2:10]2)=[O:33])[CH:26]=[C:27]([F:32])[CH:28]=1. (2) Given the reactants [CH3:1][C:2]1[N+:7]([CH3:8])=[C:6]([NH2:9])[N:5]=[C:4]([NH:10][C:11]2[CH:16]=[C:15]([C:17]([CH3:19])=[O:18])[CH:14]=[CH:13][CH:12]=2)[CH:3]=1.C(C1C=C(NC2C=C(C)N=C(N)N=2)C=CC=1)(=O)C.C[I:39], predict the reaction product. The product is: [I-:39].[C:17]([C:15]1[CH:16]=[C:11]([NH:10][C:4]2[CH:3]=[C:2]([CH3:1])[N+:7]([CH3:8])=[C:6]([NH2:9])[N:5]=2)[CH:12]=[CH:13][CH:14]=1)(=[O:18])[CH3:19]. (3) Given the reactants [C:1]([C:3]1[CH:8]=[CH:7][C:6]([CH:9]([CH2:20][CH2:21][O:22][Si](C(C)C)(C(C)C)C(C)C)[CH2:10][N:11](C)[C:12](=O)OC(C)(C)C)=[CH:5][CH:4]=1)#[N:2].Cl, predict the reaction product. The product is: [OH:22][CH2:21][CH2:20][CH:9]([C:6]1[CH:5]=[CH:4][C:3]([C:1]#[N:2])=[CH:8][CH:7]=1)[CH2:10][NH:11][CH3:12].